The task is: Predict the reactants needed to synthesize the given product.. This data is from Full USPTO retrosynthesis dataset with 1.9M reactions from patents (1976-2016). (1) Given the product [CH3:11][S:1][C:2]1[CH:3]=[C:4]([C:8](=[O:10])[CH3:9])[CH:5]=[CH:6][CH:7]=1, predict the reactants needed to synthesize it. The reactants are: [SH:1][C:2]1[CH:3]=[C:4]([C:8](=[O:10])[CH3:9])[CH:5]=[CH:6][CH:7]=1.[C:11](=O)([O-])[O-].[K+].[K+].IC.O. (2) Given the product [CH3:19][O:21][C:7]1[CH:8]=[CH:3][C:4]2[S:9][C:10]3[C:11](=[CH:15][CH:16]=[CH:17][CH:18]=3)[C:12](=[O:14])[C:5]=2[CH:6]=1, predict the reactants needed to synthesize it. The reactants are: CO[C:3]1[CH:8]=[CH:7][CH:6]=[CH:5][C:4]=1[S:9][C:10]1[CH:18]=[CH:17][CH:16]=[CH:15][C:11]=1[C:12]([OH:14])=O.[C:19](OC(=O)C)(=[O:21])C.S(=O)(=O)(O)O. (3) Given the product [CH3:15][N:13]([CH3:14])[C:10]1[CH:9]=[CH:8][C:7]([CH2:6][CH2:5][N:34]2[CH2:35][CH2:36][C@@H:32]([OH:31])[CH2:33]2)=[CH:12][CH:11]=1, predict the reactants needed to synthesize it. The reactants are: S(C1C=CC(C)=CC=1)(O[CH2:5][CH2:6][C:7]1[CH:12]=[CH:11][C:10]([N:13]([CH3:15])[CH3:14])=[CH:9][CH:8]=1)(=O)=O.C(=O)([O-])[O-].[Na+].[Na+].[I-].[Na+].[OH:31][C@@H:32]1[CH2:36][CH2:35][NH:34][CH2:33]1.